From a dataset of Forward reaction prediction with 1.9M reactions from USPTO patents (1976-2016). Predict the product of the given reaction. Given the reactants [F:1][C:2]1([F:24])[CH2:7][CH2:6][CH:5]([CH2:8][NH:9][C:10]([C:12]2[C:13]3[CH:14]=[CH:15][C:16](Cl)=[N:17][C:18]=3[CH:19]=[CH:20][C:21]=2[Cl:22])=[O:11])[CH2:4][CH2:3]1.CCN(C(C)C)C(C)C.[NH:34]1[CH2:38][CH2:37][C@H:36]([CH2:39][OH:40])[CH2:35]1, predict the reaction product. The product is: [F:1][C:2]1([F:24])[CH2:7][CH2:6][CH:5]([CH2:8][NH:9][C:10]([C:12]2[C:13]3[CH:14]=[CH:15][C:16]([N:34]4[CH2:38][CH2:37][C@H:36]([CH2:39][OH:40])[CH2:35]4)=[N:17][C:18]=3[CH:19]=[CH:20][C:21]=2[Cl:22])=[O:11])[CH2:4][CH2:3]1.